Dataset: Full USPTO retrosynthesis dataset with 1.9M reactions from patents (1976-2016). Task: Predict the reactants needed to synthesize the given product. (1) Given the product [F:37][C:34]([F:35])([F:36])[C:30]1[CH:29]=[C:28]([CH:33]=[CH:32][CH:31]=1)[O:27][CH2:26][C@H:25]([O:38][Si:39]([CH2:40][CH3:41])([CH2:42][CH3:43])[CH2:44][CH3:45])/[CH:24]=[CH:23]/[C@H:6]1[C@H:5]([O:4][Si:3]([CH2:1][CH3:2])([CH2:48][CH3:49])[CH2:46][CH3:47])[CH2:9][C@H:8]([OH:10])[C@@H:7]1[CH2:11]/[CH:12]=[CH:13]\[CH2:14][CH2:15][CH2:16][C:17]([OH:19])=[O:18], predict the reactants needed to synthesize it. The reactants are: [CH2:1]([Si:3]([CH2:48][CH3:49])([CH2:46][CH3:47])[O:4][C@@H:5]1[CH2:9][C@H:8]([OH:10])[C@H:7]([CH2:11]/[CH:12]=[CH:13]\[CH2:14][CH2:15][CH2:16][C:17]([O:19]C(C)C)=[O:18])[C@H:6]1/[CH:23]=[CH:24]/[C@@H:25]([O:38][Si:39]([CH2:44][CH3:45])([CH2:42][CH3:43])[CH2:40][CH3:41])[CH2:26][O:27][C:28]1[CH:33]=[CH:32][CH:31]=[C:30]([C:34]([F:37])([F:36])[F:35])[CH:29]=1)[CH3:2]. (2) Given the product [CH3:1][N:2]1[C@@H:11]2[CH2:12][C:13]3[CH:18]=[CH:17][C:16]([OH:19])=[C:15]([OH:20])[C:14]=3[C:9]3[C:10]2=[C:5]([CH:6]=[CH:7][CH:8]=3)[CH2:4][CH2:3]1.[C:27]([CH:25]([CH:23]([C:22]([O-:31])=[O:30])[OH:24])[OH:26])([O-:29])=[O:28].[CH3:1][N:2]1[C@@H:11]2[CH2:12][C:13]3[CH:18]=[CH:17][C:16]([OH:19])=[C:15]([OH:20])[C:14]=3[C:9]3[C:10]2=[C:5]([CH:6]=[CH:7][CH:8]=3)[CH2:4][CH2:3]1, predict the reactants needed to synthesize it. The reactants are: [CH3:1][N:2]1[C@@H:11]2[CH2:12][C:13]3[CH:18]=[CH:17][C:16]([OH:19])=[C:15]([OH:20])[C:14]=3[C:9]3[C:10]2=[C:5]([CH:6]=[CH:7][CH:8]=3)[CH2:4][CH2:3]1.O.[C:22]([OH:31])(=[O:30])[CH:23]([CH:25]([C:27]([OH:29])=[O:28])[OH:26])[OH:24]. (3) Given the product [CH3:19][N:20]([CH3:22])/[CH:21]=[CH:2]/[C:1]([C:4]1[N:12]([CH3:13])[C:11]2[CH2:10][CH2:9][NH:8][C:7](=[O:14])[C:6]=2[CH:5]=1)=[O:3], predict the reactants needed to synthesize it. The reactants are: [C:1]([C:4]1[N:12]([CH3:13])[C:11]2[CH2:10][CH2:9][NH:8][C:7](=[O:14])[C:6]=2[CH:5]=1)(=[O:3])[CH3:2].C(O[CH:19](OC(C)C)[N:20]([CH3:22])[CH3:21])(C)C. (4) Given the product [N:8]1[CH:9]=[CH:10][CH:11]=[CH:12][C:7]=1[C:5]1[CH:4]=[C:3]([C:2]([F:15])([F:14])[F:1])[N:21]2[N:20]=[C:19]([C:22]([OH:24])=[O:23])[CH:18]=[C:17]2[N:16]=1, predict the reactants needed to synthesize it. The reactants are: [F:1][C:2]([F:15])([F:14])[C:3](=O)[CH2:4][C:5]([C:7]1[CH:12]=[CH:11][CH:10]=[CH:9][N:8]=1)=O.[NH2:16][C:17]1[NH:21][N:20]=[C:19]([C:22]([OH:24])=[O:23])[CH:18]=1.